This data is from Peptide-MHC class II binding affinity with 134,281 pairs from IEDB. The task is: Regression. Given a peptide amino acid sequence and an MHC pseudo amino acid sequence, predict their binding affinity value. This is MHC class II binding data. (1) The peptide sequence is RLTYQWHKEGSSIGK. The MHC is DRB1_1301 with pseudo-sequence DRB1_1301. The binding affinity (normalized) is 0.542. (2) The peptide sequence is YDKFWANVSTVLTGK. The MHC is DRB1_1302 with pseudo-sequence DRB1_1302. The binding affinity (normalized) is 0.960. (3) The peptide sequence is YDKFLANVSPVLTGK. The MHC is DRB1_0405 with pseudo-sequence DRB1_0405. The binding affinity (normalized) is 0.616. (4) The binding affinity (normalized) is 0.342. The peptide sequence is HGRQIRMAKLFGRDPE. The MHC is DRB1_0401 with pseudo-sequence DRB1_0401. (5) The peptide sequence is TIAATSFAAAGLAAL. The MHC is DRB1_0101 with pseudo-sequence DRB1_0101. The binding affinity (normalized) is 0.125. (6) The peptide sequence is GKIVHISPLSGSAQH. The MHC is DRB4_0101 with pseudo-sequence DRB4_0103. The binding affinity (normalized) is 0.637.